From a dataset of NCI-60 drug combinations with 297,098 pairs across 59 cell lines. Regression. Given two drug SMILES strings and cell line genomic features, predict the synergy score measuring deviation from expected non-interaction effect. (1) Drug 1: CC1C(C(CC(O1)OC2CC(OC(C2O)C)OC3=CC4=CC5=C(C(=O)C(C(C5)C(C(=O)C(C(C)O)O)OC)OC6CC(C(C(O6)C)O)OC7CC(C(C(O7)C)O)OC8CC(C(C(O8)C)O)(C)O)C(=C4C(=C3C)O)O)O)O. Drug 2: CC(C)CN1C=NC2=C1C3=CC=CC=C3N=C2N. Cell line: SR. Synergy scores: CSS=16.2, Synergy_ZIP=-0.528, Synergy_Bliss=-2.43, Synergy_Loewe=-7.71, Synergy_HSA=-2.02. (2) Drug 1: CC1C(C(=O)NC(C(=O)N2CCCC2C(=O)N(CC(=O)N(C(C(=O)O1)C(C)C)C)C)C(C)C)NC(=O)C3=C4C(=C(C=C3)C)OC5=C(C(=O)C(=C(C5=N4)C(=O)NC6C(OC(=O)C(N(C(=O)CN(C(=O)C7CCCN7C(=O)C(NC6=O)C(C)C)C)C)C(C)C)C)N)C. Drug 2: C1CCC(C(C1)N)N.C(=O)(C(=O)[O-])[O-].[Pt+4]. Cell line: HOP-62. Synergy scores: CSS=21.7, Synergy_ZIP=-6.54, Synergy_Bliss=-4.75, Synergy_Loewe=-2.12, Synergy_HSA=-0.877.